Dataset: Forward reaction prediction with 1.9M reactions from USPTO patents (1976-2016). Task: Predict the product of the given reaction. (1) Given the reactants [Cl:1][C:2]1[C:10]([CH3:11])=[CH:9][CH:8]=[CH:7][C:3]=1[C:4]([OH:6])=O.C1C=C[C:15]2N(O)N=[N:18][C:16]=2[CH:17]=1.CCN=C=NCCCN(C)C.Cl.C1(N)CC1.CCN(C(C)C)C(C)C, predict the reaction product. The product is: [Cl:1][C:2]1[C:10]([CH3:11])=[CH:9][CH:8]=[CH:7][C:3]=1[C:4]([NH:18][CH:16]1[CH2:17][CH2:15]1)=[O:6]. (2) Given the reactants [Cl:1][C:2]1[CH:3]=[C:4]([C:9]([C:12]2[N:16]([C:17]3[CH:22]=[CH:21][C:20]([F:23])=[CH:19][CH:18]=3)[CH:15]=[N:14][CH:13]=2)([CH3:11])[CH3:10])[CH:5]=[CH:6][C:7]=1[Cl:8].C1C[O:27][CH2:26]C1.[Li]CCCC, predict the reaction product. The product is: [Cl:1][C:2]1[CH:3]=[C:4]([C:9]([C:12]2[N:16]([C:17]3[CH:18]=[CH:19][C:20]([F:23])=[CH:21][CH:22]=3)[C:15]([CH:26]=[O:27])=[N:14][CH:13]=2)([CH3:11])[CH3:10])[CH:5]=[CH:6][C:7]=1[Cl:8]. (3) Given the reactants Cl[C:2]1[C:3]2[CH2:19][CH2:18][CH2:17][C:4]=2[N:5]=[C:6]([C:8]2[CH:13]=[CH:12][C:11]([O:14][CH3:15])=[C:10]([Cl:16])[CH:9]=2)[N:7]=1.[Na+].[Na+].[NH2:22][C:23]1[CH:28]=[CH:27][C:26]([CH2:29][C:30]([O-:32])=[O:31])=[CH:25][C:24]=1[CH2:33][C:34]([O-:36])=[O:35], predict the reaction product. The product is: [Cl:16][C:10]1[CH:9]=[C:8]([C:6]2[N:7]=[C:2]([NH:22][C:23]3[CH:28]=[CH:27][C:26]([CH2:29][C:30]([OH:32])=[O:31])=[CH:25][C:24]=3[CH2:33][C:34]([OH:36])=[O:35])[C:3]3[CH2:19][CH2:18][CH2:17][C:4]=3[N:5]=2)[CH:13]=[CH:12][C:11]=1[O:14][CH3:15]. (4) Given the reactants [O:1]=[C:2]1[N:6]2[CH:7]=[CH:8][C:9]3[C:10](=[O:38])[C:11]([C:21]4[CH:22]=[CH:23][C:24]([C:27]5(NS(C(C)(C)C)=O)CC[CH2:28]5)=NC=4)=[C:12]([C:15]4[CH:20]=[CH:19][CH:18]=[CH:17][CH:16]=4)[O:13][C:14]=3[C:5]2=[N:4][N:3]1[CH2:39][O:40][CH2:41][CH2:42][Si:43]([CH3:46])([CH3:45])[CH3:44].BrC1C=C[C:51]([C:54](C)([CH3:57])[C:55]#[N:56])=CC=1, predict the reaction product. The product is: [O:1]=[C:2]1[N:6]2[CH:7]=[CH:8][C:9]3[C:10](=[O:38])[C:11]([C:21]4[CH:28]=[CH:27][C:24]([C:54]([CH3:57])([CH3:51])[C:55]#[N:56])=[CH:23][CH:22]=4)=[C:12]([C:15]4[CH:16]=[CH:17][CH:18]=[CH:19][CH:20]=4)[O:13][C:14]=3[C:5]2=[N:4][N:3]1[CH2:39][O:40][CH2:41][CH2:42][Si:43]([CH3:44])([CH3:45])[CH3:46]. (5) Given the reactants [NH2:1][CH2:2][CH2:3][C:4]1[CH:34]=[CH:33][C:7]([NH:8][CH:9]2[CH2:14][CH2:13][N:12]([C:15]([C:17]3[CH:22]=[CH:21][C:20]([NH:23][C:24]([NH:26][CH2:27][CH2:28][CH2:29][CH2:30][CH2:31][CH3:32])=[O:25])=[CH:19][CH:18]=3)=[O:16])[CH2:11][CH2:10]2)=[CH:6][CH:5]=1.C([Si]([O:52][C:53]1[CH:58]=[CH:57][C:56]([O:59][CH2:60][CH:61]2[CH2:63][O:62]2)=[CH:55][CH:54]=1)(C1C=CC=CC=1)C1C=CC=CC=1)(C)(C)C, predict the reaction product. The product is: [CH2:27]([NH:26][C:24]([NH:23][C:20]1[CH:21]=[CH:22][C:17]([C:15]([N:12]2[CH2:13][CH2:14][CH:9]([NH:8][C:7]3[CH:33]=[CH:34][C:4]([CH2:3][CH2:2][NH:1][CH2:63][C@H:61]([OH:62])[CH2:60][O:59][C:56]4[CH:57]=[CH:58][C:53]([OH:52])=[CH:54][CH:55]=4)=[CH:5][CH:6]=3)[CH2:10][CH2:11]2)=[O:16])=[CH:18][CH:19]=1)=[O:25])[CH2:28][CH2:29][CH2:30][CH2:31][CH3:32]. (6) Given the reactants [F:1][C:2]1[C:3]([NH:12][C:13]2[CH:18]=[CH:17][C:16]([I:19])=[CH:15][C:14]=2[F:20])=[C:4]([CH:8]=[CH:9][C:10]=1[F:11])[C:5]([OH:7])=O.C1CN([P+](ON2N=NC3C=CC=CC2=3)(N2CCCC2)N2CCCC2)CC1.F[P-](F)(F)(F)(F)F.[NH:54]1[CH2:57][CH:56]([NH:58][C:59](=[O:65])[O:60][C:61]([CH3:64])([CH3:63])[CH3:62])[CH2:55]1.C(N(CC)C(C)C)(C)C, predict the reaction product. The product is: [F:1][C:2]1[C:3]([NH:12][C:13]2[CH:18]=[CH:17][C:16]([I:19])=[CH:15][C:14]=2[F:20])=[C:4]([C:5]([N:54]2[CH2:57][CH:56]([NH:58][C:59](=[O:65])[O:60][C:61]([CH3:63])([CH3:62])[CH3:64])[CH2:55]2)=[O:7])[CH:8]=[CH:9][C:10]=1[F:11].